From a dataset of Full USPTO retrosynthesis dataset with 1.9M reactions from patents (1976-2016). Predict the reactants needed to synthesize the given product. (1) Given the product [CH2:1]([O:3][C:4]([N:6]1[CH2:7][CH2:8][N:9]([C:12]([CH:14]([NH:24][C:25]([C:27]2[CH:36]=[C:35]([C:37]([OH:39])=[O:38])[C:34]3[C:29](=[CH:30][CH:31]=[CH:32][CH:33]=3)[N:28]=2)=[O:26])[CH2:15][CH2:16][C:17]([O:19][C:20]([CH3:23])([CH3:22])[CH3:21])=[O:18])=[O:13])[CH2:10][CH2:11]1)=[O:5])[CH3:2], predict the reactants needed to synthesize it. The reactants are: [CH2:1]([O:3][C:4]([N:6]1[CH2:11][CH2:10][N:9]([C:12]([CH:14]([NH:24][C:25]([C:27]2[CH:36]=[C:35]([C:37]([O:39]C)=[O:38])[C:34]3[C:29](=[CH:30][CH:31]=[CH:32][CH:33]=3)[N:28]=2)=[O:26])[CH2:15][CH2:16][C:17]([O:19][C:20]([CH3:23])([CH3:22])[CH3:21])=[O:18])=[O:13])[CH2:8][CH2:7]1)=[O:5])[CH3:2].[Li+].[OH-].Cl. (2) Given the product [CH2:1]([O:8][C:9]1[CH:14]=[C:13](/[CH:15]=[CH:16]/[C:17]2[N:18]([CH2:22][O:23][CH2:24][C:25]3[CH:30]=[CH:29][CH:28]=[CH:27][CH:26]=3)[N:19]=[CH:20][CH:21]=2)[CH:12]=[CH:11][C:10]=1[N:31]1[S:35](=[O:37])(=[O:36])[NH:34][C:33](=[O:44])[CH2:32]1)[C:2]1[CH:7]=[CH:6][CH:5]=[CH:4][CH:3]=1, predict the reactants needed to synthesize it. The reactants are: [CH2:1]([O:8][C:9]1[CH:14]=[C:13](/[CH:15]=[CH:16]/[C:17]2[N:18]([CH2:22][O:23][CH2:24][C:25]3[CH:30]=[CH:29][CH:28]=[CH:27][CH:26]=3)[N:19]=[CH:20][CH:21]=2)[CH:12]=[CH:11][C:10]=1[N:31]1[S:35](=[O:37])(=[O:36])[N:34](CC[Si](C)(C)C)[C:33](=[O:44])[CH2:32]1)[C:2]1[CH:7]=[CH:6][CH:5]=[CH:4][CH:3]=1.[F-].[Cs+]. (3) Given the product [CH2:11]([NH:10][C:53]([NH:43][C@@H:40]1[CH2:41][CH2:42][N:38]([C:36]([C:33]2[CH:34]=[N:35][C:30]([CH3:29])=[CH:31][CH:32]=2)=[O:37])[CH2:39]1)=[O:54])[C:14]1[CH:15]=[CH:16][CH:17]=[CH:18][CH:19]=1, predict the reactants needed to synthesize it. The reactants are: CCOP(O/[N:10]=[C:11](/[C:14]1[CH:19]=[CH:18][CH:17]=[CH:16][CH:15]=1)\C#N)(OCC)=S.C(N(C(C)C)CC)(C)C.[CH3:29][C:30]1[N:35]=[CH:34][C:33]([C:36]([N:38]2[CH2:42][CH2:41][C@@H:40]([NH2:43])[CH2:39]2)=[O:37])=[CH:32][CH:31]=1.C(N)C1C=CC=CC=1.[N-]=[C:53]=[O:54]. (4) Given the product [CH3:1][N:2]1[CH2:7][CH2:6][C@@H:5]2[CH2:8][CH2:9][C@H:10]([C:12]([OH:14])=[O:13])[CH2:11][N:4]2[C:3]1=[O:16], predict the reactants needed to synthesize it. The reactants are: [CH3:1][N:2]1[CH2:7][CH2:6][C@@H:5]2[CH2:8][CH2:9][C@H:10]([C:12]([O:14]C)=[O:13])[CH2:11][N:4]2[C:3]1=[O:16].O[Li].O.